From a dataset of Cav3 T-type calcium channel HTS with 100,875 compounds. Binary Classification. Given a drug SMILES string, predict its activity (active/inactive) in a high-throughput screening assay against a specified biological target. (1) The drug is Clc1c(c2oc3c(c(O)c([N+]([O-])=O)cc3)c(=O)c2)cccc1. The result is 0 (inactive). (2) The compound is O=C1N=c2c(=C1Nc1ccc(c3n4CCCCCc4nn3)cc1)cccc2. The result is 0 (inactive).